Dataset: Full USPTO retrosynthesis dataset with 1.9M reactions from patents (1976-2016). Task: Predict the reactants needed to synthesize the given product. (1) Given the product [Br:1][C:2]1[CH:3]=[C:4]2[C:8](=[CH:9][CH:10]=1)[NH:7][CH:6]=[C:5]2[CH2:11][C:21]#[N:22], predict the reactants needed to synthesize it. The reactants are: [Br:1][C:2]1[CH:3]=[C:4]2[C:8](=[CH:9][CH:10]=1)[NH:7][CH:6]=[C:5]2[CH2:11]N(C)C.IC.C[Si]([C:21]#[N:22])(C)C.[F-].C([N+](CCCC)(CCCC)CCCC)CCC. (2) Given the product [Cl:2][CH2:3][CH2:4][N:5]([C:6]1[CH:11]=[CH:10][C:9]([N:12]=[C:24]=[O:26])=[CH:8][CH:7]=1)[CH2:13][CH2:14][Cl:15], predict the reactants needed to synthesize it. The reactants are: Cl.[Cl:2][CH2:3][CH2:4][N:5]([CH2:13][CH2:14][Cl:15])[C:6]1[CH:11]=[CH:10][C:9]([NH2:12])=[CH:8][CH:7]=1.C(N(CC)CC)C.Cl[C:24](Cl)([O:26]C(=O)OC(Cl)(Cl)Cl)Cl. (3) The reactants are: [N:1]1([C:10]2[CH:15]=[CH:14][C:13]([C:16]3[CH:21]=[CH:20][C:19]([CH:22]=O)=[CH:18][CH:17]=3)=[CH:12][CH:11]=2)[C:9]2[C:4](=[CH:5][CH:6]=[CH:7][CH:8]=2)[CH:3]=[CH:2]1.[NH2:24][C@H:25]([C:28]([OH:30])=[O:29])[CH2:26][SH:27]. Given the product [N:1]1([C:10]2[CH:15]=[CH:14][C:13]([C:16]3[CH:21]=[CH:20][C:19]([CH:22]4[NH:24][CH:25]([C:28]([OH:30])=[O:29])[CH2:26][S:27]4)=[CH:18][CH:17]=3)=[CH:12][CH:11]=2)[C:9]2[C:4](=[CH:5][CH:6]=[CH:7][CH:8]=2)[CH:3]=[CH:2]1, predict the reactants needed to synthesize it. (4) Given the product [Br:1][C:2]1[CH:7]=[CH:6][C:5]([CH:19]([OH:20])[CH2:18][CH:17]([CH3:21])[CH3:16])=[CH:4][CH:3]=1, predict the reactants needed to synthesize it. The reactants are: [Br:1][C:2]1[CH:7]=[CH:6][C:5](I)=[CH:4][CH:3]=1.[Cl-].[Li+].C([Mg]Cl)(C)C.[CH3:16][CH:17]([CH3:21])[CH2:18][CH:19]=[O:20]. (5) Given the product [F:8][C:5]1[CH:6]=[CH:7][C:2]2[NH:1][C:24]([CH2:23][C:18]3[NH:19][C:20](=[O:22])[CH:21]=[C:16]([N:10]4[CH2:15][CH2:14][O:13][CH2:12][CH2:11]4)[N:17]=3)=[N:9][C:3]=2[CH:4]=1, predict the reactants needed to synthesize it. The reactants are: [NH2:1][C:2]1[CH:7]=[CH:6][C:5]([F:8])=[CH:4][C:3]=1[NH2:9].[N:10]1([C:16]2[N:17]=[C:18]([CH2:23][C:24]([O-])=O)[NH:19][C:20](=[O:22])[CH:21]=2)[CH2:15][CH2:14][O:13][CH2:12][CH2:11]1.[Na+].O.[Cl-].COC1N=C(OC)N=C([N+]2(C)CCOCC2)N=1.C(OCC)(=O)C. (6) Given the product [C:1]1([CH:7]2[N:12]3[C:11]4[C:14]([C:19]5[C:20](=[O:24])[CH2:21][CH2:22][CH2:23][C:18]=53)=[CH:15][CH:16]=[CH:17][C:10]=4[O:9][CH2:8]2)[CH:6]=[CH:5][CH:4]=[CH:3][CH:2]=1, predict the reactants needed to synthesize it. The reactants are: [C:1]1([CH:7]2[N:12](N)[C:11]3[CH:14]=[CH:15][CH:16]=[CH:17][C:10]=3[O:9][CH2:8]2)[CH:6]=[CH:5][CH:4]=[CH:3][CH:2]=1.[C:18]1(=O)[CH2:23][CH2:22][CH2:21][C:20](=[O:24])[CH2:19]1.O.C1(C)C=CC(S(O)(=O)=O)=CC=1. (7) Given the product [N:94]([CH2:43][CH2:42][CH2:41][CH2:40][C@H:10]1[O:11][C@H:12]([CH2:31][O:32][CH2:33][C:34]2[CH:35]=[CH:36][CH:37]=[CH:38][CH:39]=2)[C@@H:13]([O:23][CH2:24][C:25]2[CH:26]=[CH:27][CH:28]=[CH:29][CH:30]=2)[C@H:14]([O:15][CH2:16][C:17]2[CH:22]=[CH:21][CH:20]=[CH:19][CH:18]=2)[C@H:9]1[O:8][CH2:1][C:2]1[CH:7]=[CH:6][CH:5]=[CH:4][CH:3]=1)=[N+:95]=[N-:96], predict the reactants needed to synthesize it. The reactants are: [CH2:1]([O:8][C@@H:9]1[C@@H:14]([O:15][CH2:16][C:17]2[CH:22]=[CH:21][CH:20]=[CH:19][CH:18]=2)[C@H:13]([O:23][CH2:24][C:25]2[CH:30]=[CH:29][CH:28]=[CH:27][CH:26]=2)[C@@H:12]([CH2:31][O:32][CH2:33][C:34]2[CH:39]=[CH:38][CH:37]=[CH:36][CH:35]=2)[O:11][C@@H:10]1[CH2:40][CH2:41][CH2:42][CH2:43]O)[C:2]1[CH:7]=[CH:6][CH:5]=[CH:4][CH:3]=1.C1C=CC(P(C2C=CC=CC=2)C2C=CC=CC=2)=CC=1.CC(OC(/N=N/C(OC(C)C)=O)=O)C.P([N:94]=[N+:95]=[N-:96])(OC1C=CC=CC=1)(OC1C=CC=CC=1)=O.